Predict the product of the given reaction. From a dataset of Forward reaction prediction with 1.9M reactions from USPTO patents (1976-2016). (1) Given the reactants Br[C:2]1[S:6][C:5]([S:7]([NH:10][C:11]2[CH:19]=[CH:18][C:14]([C:15]([OH:17])=[O:16])=[C:13]([OH:20])[CH:12]=2)(=[O:9])=[O:8])=[CH:4][CH:3]=1.[O:21]1[C:25]2[CH:26]=[CH:27][C:28](B(O)O)=[CH:29][C:24]=2[CH2:23][CH2:22]1, predict the reaction product. The product is: [O:21]1[C:25]2[CH:26]=[CH:27][C:28]([C:2]3[S:6][C:5]([S:7]([NH:10][C:11]4[CH:19]=[CH:18][C:14]([C:15]([OH:17])=[O:16])=[C:13]([OH:20])[CH:12]=4)(=[O:9])=[O:8])=[CH:4][CH:3]=3)=[CH:29][C:24]=2[CH2:23][CH2:22]1. (2) Given the reactants [Cl:1][C:2]1[CH:3]=[CH:4][CH:5]=[C:6]2[C:10]=1[NH:9][C:8](=[O:11])[CH:7]2[C:12]1[N:17]=[C:16]([O:18][CH3:19])[N:15]=[C:14]([O:20][CH3:21])[N:13]=1.CN1C=CN=C1.CN1CCN(C)CC1.[F:36][CH:37]([F:42])[S:38](Cl)(=[O:40])=[O:39], predict the reaction product. The product is: [Cl:1][C:2]1[CH:3]=[CH:4][CH:5]=[C:6]2[C:10]=1[N:9]([S:38]([CH:37]([F:42])[F:36])(=[O:40])=[O:39])[C:8](=[O:11])[CH:7]2[C:12]1[N:13]=[C:14]([O:20][CH3:21])[N:15]=[C:16]([O:18][CH3:19])[N:17]=1. (3) Given the reactants [OH:1][C:2]1[C:3]([CH:25]([CH3:27])[CH3:26])=[C:4]2[C:9](=[C:10]([CH3:15])[C:11]=1[CH:12]([CH3:14])[CH3:13])[O:8][C:7]([C:17]([N:19]1[CH2:24][CH2:23][NH:22][CH2:21][CH2:20]1)=[O:18])([CH3:16])[CH2:6][CH2:5]2.[C:28]([OH:32])(=[O:31])[CH:29]=O, predict the reaction product. The product is: [OH:1][C:2]1[C:3]([CH:25]([CH3:27])[CH3:26])=[C:4]2[C:9](=[C:10]([CH3:15])[C:11]=1[CH:12]([CH3:13])[CH3:14])[O:8][C:7]([CH3:16])([C:17]([N:19]1[CH2:24][CH2:23][N:22]([CH2:29][C:28]([OH:32])=[O:31])[CH2:21][CH2:20]1)=[O:18])[CH2:6][CH2:5]2. (4) Given the reactants Cl[CH2:2][C:3]1[N:7]=[C:6]([C:8]2[CH:13]=[CH:12][CH:11]=[CH:10][N:9]=2)[O:5][N:4]=1.[I-:14].[Na+], predict the reaction product. The product is: [I:14][CH2:2][C:3]1[N:7]=[C:6]([C:8]2[CH:13]=[CH:12][CH:11]=[CH:10][N:9]=2)[O:5][N:4]=1. (5) Given the reactants C(OC(=O)[NH:7][CH2:8][CH2:9][O:10][C:11]1[CH:16]=[CH:15][C:14]([C:17]2[CH:18]=[CH:19][C:20]3[N:21]([C:23]([C:27]4[CH:28]=[N:29][C:30]([NH2:37])=[C:31]([C:33]([F:36])([F:35])[F:34])[CH:32]=4)=[C:24]([CH3:26])[N:25]=3)[N:22]=2)=[CH:13][C:12]=1[O:38][CH3:39])(C)(C)C.FC(F)(F)C(O)=O.O.N, predict the reaction product. The product is: [NH2:7][CH2:8][CH2:9][O:10][C:11]1[CH:16]=[CH:15][C:14]([C:17]2[CH:18]=[CH:19][C:20]3[N:21]([C:23]([C:27]4[CH:32]=[C:31]([C:33]([F:35])([F:36])[F:34])[C:30]([NH2:37])=[N:29][CH:28]=4)=[C:24]([CH3:26])[N:25]=3)[N:22]=2)=[CH:13][C:12]=1[O:38][CH3:39].